From a dataset of Reaction yield outcomes from USPTO patents with 853,638 reactions. Predict the reaction yield, written as a fraction of the theoretical maximum amount of product (1.0 means a 100% yield; for example, 0.34 means a 34% yield). (1) The reactants are [CH3:1][C:2]([O:5][C:6]([N:8]1[C@H:13]([C:14]([OH:16])=O)[CH2:12][C:10](=[O:11])[CH2:9]1)=[O:7])([CH3:4])[CH3:3].Cl.[F:18][C:19]1([F:23])[CH2:22][NH:21][CH2:20]1.CCN(C(C)C)C(C)C.C1C=CC2N(O)N=NC=2C=1.CCN=C=NCCCN(C)C.Cl.C(=O)(O)[O-].[Na+]. The catalyst is C(Cl)Cl. The product is [C:2]([O:5][C:6]([N:8]1[CH2:9][C:10](=[O:11])[CH2:12][C@H:13]1[C:14]([N:21]1[CH2:22][C:19]([F:23])([F:18])[CH2:20]1)=[O:16])=[O:7])([CH3:1])([CH3:3])[CH3:4]. The yield is 0.840. (2) The reactants are N1C=CN=C1.[Si:6](Cl)([C:9]([CH3:12])([CH3:11])[CH3:10])([CH3:8])[CH3:7].[CH3:14][N:15]([C:19]1[CH:24]=[CH:23][C:22]([N+:25]([O-:27])=[O:26])=[C:21]([CH3:28])[CH:20]=1)[CH2:16][CH2:17][OH:18]. The catalyst is CN(C)C=O.C(OCC)(=O)C. The product is [C:9]([Si:6]([CH3:8])([CH3:7])[O:18][CH2:17][CH2:16][N:15]([CH3:14])[C:19]1[CH:24]=[CH:23][C:22]([N+:25]([O-:27])=[O:26])=[C:21]([CH3:28])[CH:20]=1)([CH3:12])([CH3:11])[CH3:10]. The yield is 1.00. (3) The reactants are [CH3:1][O:2][C:3]1[CH:32]=[CH:31][C:6]([C:7]([NH:9][C:10]2[C:11]([CH3:30])=[C:12]([CH3:29])[C:13]3[O:17][C:16]([CH3:19])([CH3:18])[CH:15]([C:20]4[CH:25]=[CH:24][C:23]([CH3:26])=[CH:22][CH:21]=4)[C:14]=3[C:27]=2[CH3:28])=O)=[CH:5][CH:4]=1. The catalyst is C(O)C. The product is [CH3:1][O:2][C:3]1[CH:4]=[CH:5][C:6]([CH2:7][NH:9][C:10]2[C:11]([CH3:30])=[C:12]([CH3:29])[C:13]3[O:17][C:16]([CH3:19])([CH3:18])[CH:15]([C:20]4[CH:21]=[CH:22][C:23]([CH3:26])=[CH:24][CH:25]=4)[C:14]=3[C:27]=2[CH3:28])=[CH:31][CH:32]=1. The yield is 0.580. (4) The reactants are [CH:1]([NH:4]C(C)C)(C)[CH3:2].C([Li])CCC.C(#N)C.[N+:16]([C:19]1[C:20]([NH:28][CH:29]2[CH2:34][CH2:33][C:32](=[O:35])[CH2:31][CH2:30]2)=[C:21]2[S:27][CH:26]=[CH:25][C:22]2=[N:23][CH:24]=1)([O-:18])=[O:17]. The catalyst is O1CCCC1.CN(C)P(N(C)C)(N(C)C)=O. The product is [OH:35][C:32]1([CH2:2][C:1]#[N:4])[CH2:31][CH2:30][CH:29]([NH:28][C:20]2[C:19]([N+:16]([O-:18])=[O:17])=[CH:24][N:23]=[C:22]3[CH:25]=[CH:26][S:27][C:21]=23)[CH2:34][CH2:33]1. The yield is 0.480. (5) The reactants are [OH:1][CH2:2][CH2:3][CH2:4][CH2:5][CH2:6][CH2:7][O:8][C:9]1[CH:18]=[CH:17][C:12]([C:13]([O:15][CH3:16])=[O:14])=[CH:11][CH:10]=1.[C:19](Cl)(=[O:22])[CH:20]=[CH2:21]. The catalyst is CC(N(C)C)=O. The product is [C:19]([O:1][CH2:2][CH2:3][CH2:4][CH2:5][CH2:6][CH2:7][O:8][C:9]1[CH:10]=[CH:11][C:12]([C:13]([O:15][CH3:16])=[O:14])=[CH:17][CH:18]=1)(=[O:22])[CH:20]=[CH2:21]. The yield is 0.730. (6) The reactants are C(O[C:6](=O)[N:7](C)[CH2:8][CH2:9][C:10]1[CH:15]=[CH:14][C:13]([O:16][C:17]2[CH:22]=[CH:21][CH:20]=[C:19]([C:23]([F:26])([F:25])[F:24])[CH:18]=2)=[CH:12][CH:11]=1)(C)(C)C.C(O)(C(F)(F)F)=O. The catalyst is C(Cl)Cl. The product is [CH3:6][NH:7][CH2:8][CH2:9][C:10]1[CH:11]=[CH:12][C:13]([O:16][C:17]2[CH:22]=[CH:21][CH:20]=[C:19]([C:23]([F:24])([F:26])[F:25])[CH:18]=2)=[CH:14][CH:15]=1. The yield is 0.821.